From a dataset of Full USPTO retrosynthesis dataset with 1.9M reactions from patents (1976-2016). Predict the reactants needed to synthesize the given product. (1) Given the product [CH3:10][C@@:6]12[C:2]([CH3:11])([CH3:1])[C@@H:3]([CH2:4][CH2:5]1)[CH:9]([C:20]([OH:22])=[O:21])[C:7]2=[O:8], predict the reactants needed to synthesize it. The reactants are: [CH3:1][C:2]1([CH3:11])[C:6]2([CH3:10])[C:7]([CH2:9][CH:3]1[CH2:4][CH2:5]2)=[O:8].C([N-]C(C)C)(C)C.[Li+].[C:20](=[O:22])=[O:21].C(OCC)C. (2) Given the product [CH3:19][N:20]([CH3:24])[C:21](=[S:22])[O:25][C:30]1[CH:29]=[CH:28][C:2]([Br:1])=[CH:3][C:31]=1[O:32][CH3:12], predict the reactants needed to synthesize it. The reactants are: [Br:1][C:2]1[CH:3]=C(O)C(OC)=CC=1.N12CCN(CC1)C[CH2:12]2.[CH3:19][N:20]([CH3:24])[C:21](Cl)=[S:22].[OH2:25].CN1[C:31](=[O:32])[CH2:30][CH2:29][CH2:28]1. (3) Given the product [CH:26]12[CH2:32][CH:29]([CH2:30][CH2:31]1)[CH2:28][C@@H:27]2[N:33]([CH3:1])[CH2:22][C:21]1[CH:24]=[CH:25][C:18]([N+:15]([O-:17])=[O:16])=[CH:19][CH:20]=1, predict the reactants needed to synthesize it. The reactants are: [C:1](O[BH-](OC(=O)C)OC(=O)C)(=O)C.[Na+].[N+:15]([C:18]1[CH:25]=[CH:24][C:21]([CH:22]=O)=[CH:20][CH:19]=1)([O-:17])=[O:16].[CH:26]12[CH2:32][CH:29]([CH2:30][CH2:31]1)[CH2:28][C@@H:27]2[NH2:33].C=O.[OH-].[Na+].